From a dataset of Reaction yield outcomes from USPTO patents with 853,638 reactions. Predict the reaction yield, written as a fraction of the theoretical maximum amount of product (1.0 means a 100% yield; for example, 0.34 means a 34% yield). (1) The reactants are [CH2:1]([O:3][C:4](=[O:13])[C:5]1[C:10]([NH2:11])=[C:9]([NH2:12])[CH:8]=[N:7][CH:6]=1)[CH3:2].[F:14][C:15]([F:25])([F:24])[C:16]1[CH:23]=[CH:22][CH:21]=[CH:20][C:17]=1[CH:18]=O.S(S([O-])=O)([O-])(=O)=O.[Na+].[Na+].O. The catalyst is CN(C=O)C. The product is [CH2:1]([O:3][C:4]([C:5]1[C:10]2[N:11]=[C:18]([C:17]3[CH:20]=[CH:21][CH:22]=[CH:23][C:16]=3[C:15]([F:14])([F:24])[F:25])[NH:12][C:9]=2[CH:8]=[N:7][CH:6]=1)=[O:13])[CH3:2]. The yield is 0.700. (2) The reactants are [Cl:1][C:2]1[CH:7]=[CH:6][N:5]=[C:4]2[NH:8][CH:9]=[CH:10][C:3]=12.[H-].[Na+].[CH:13]([Si:16](Cl)([CH:20]([CH3:22])[CH3:21])[CH:17]([CH3:19])[CH3:18])([CH3:15])[CH3:14].O. The catalyst is CN(C)C=O.O1CCCC1. The product is [Cl:1][C:2]1[CH:7]=[CH:6][N:5]=[C:4]2[N:8]([Si:16]([CH:20]([CH3:22])[CH3:21])([CH:17]([CH3:19])[CH3:18])[CH:13]([CH3:15])[CH3:14])[CH:9]=[CH:10][C:3]=12. The yield is 0.990. (3) The reactants are [Cl:1][C:2]1[CH:8]=[CH:7][C:6]([O:9][C:10]2[C:19]3[C:14](=[CH:15][C:16]([O:22][CH3:23])=[C:17]([O:20][CH3:21])[CH:18]=3)[N:13]=[CH:12][N:11]=2)=[CH:5][C:3]=1[NH2:4].[C:24]([C:28]1[CH:32]=[C:31]([NH:33][C:34](=O)[O:35]C2C=CC=CC=2)[N:30]([C:43]2[CH:48]=[CH:47][C:46]([CH3:49])=[CH:45][CH:44]=2)[N:29]=1)([CH3:27])([CH3:26])[CH3:25]. No catalyst specified. The product is [C:24]([C:28]1[CH:32]=[C:31]([NH:33][C:34]([NH:4][C:3]2[CH:5]=[C:6]([O:9][C:10]3[C:19]4[C:14](=[CH:15][C:16]([O:22][CH3:23])=[C:17]([O:20][CH3:21])[CH:18]=4)[N:13]=[CH:12][N:11]=3)[CH:7]=[CH:8][C:2]=2[Cl:1])=[O:35])[N:30]([C:43]2[CH:48]=[CH:47][C:46]([CH3:49])=[CH:45][CH:44]=2)[N:29]=1)([CH3:27])([CH3:26])[CH3:25]. The yield is 0.460. (4) The product is [Cl:13][C:14]1[C:19]2[N:20]=[C:21]([CH3:23])[S:22][C:18]=2[CH:17]=[CH:16][C:15]=1[NH:24][C:10](=[O:12])[CH2:9][C:3]1[CH:4]=[CH:5][C:6]([Cl:8])=[CH:7][C:2]=1[Cl:1]. The reactants are [Cl:1][C:2]1[CH:7]=[C:6]([Cl:8])[CH:5]=[CH:4][C:3]=1[CH2:9][C:10]([OH:12])=O.[Cl:13][C:14]1[C:19]2[N:20]=[C:21]([CH3:23])[S:22][C:18]=2[CH:17]=[CH:16][C:15]=1[NH2:24].C(N(CC)CC)C. The catalyst is S(Cl)(Cl)=O.C1COCC1. The yield is 0.350. (5) The reactants are O[CH2:2][C:3]1[CH:4]=[C:5]([OH:9])[CH:6]=[CH:7][CH:8]=1.P(Br)(Br)[Br:11]. The catalyst is ClCCl. The product is [Br:11][CH2:2][C:3]1[CH:4]=[C:5]([OH:9])[CH:6]=[CH:7][CH:8]=1. The yield is 0.300. (6) The reactants are [O:1]1[CH2:6][CH:5]=[CH:4][C:3](=[O:7])[CH2:2]1.[C:8](=[O:18])([O:10][CH2:11][C:12]1[CH:17]=[CH:16][CH:15]=[CH:14][CH:13]=1)[NH2:9].O.O.O.O.O.[N+]([O-])([O-])=O.[Bi+3].[N+]([O-])([O-])=O.[N+]([O-])([O-])=O. The catalyst is C(Cl)Cl. The product is [O:7]=[C:3]1[CH2:2][O:1][CH2:6][CH:5]([NH:9][C:8](=[O:18])[O:10][CH2:11][C:12]2[CH:13]=[CH:14][CH:15]=[CH:16][CH:17]=2)[CH2:4]1. The yield is 0.735. (7) The reactants are [Cl:1][C:2]1[CH:16]=[C:15]([Cl:17])[CH:14]=[CH:13][C:3]=1[O:4][CH2:5][CH2:6][CH2:7][C:8]([O:10]CC)=[O:9].O[Li].O. The catalyst is C1COCC1.O. The product is [Cl:1][C:2]1[CH:16]=[C:15]([Cl:17])[CH:14]=[CH:13][C:3]=1[O:4][CH2:5][CH2:6][CH2:7][C:8]([OH:10])=[O:9]. The yield is 0.743. (8) The reactants are [CH3:1][O:2][C:3](=[O:15])[CH:4](P(OCC)(OCC)=O)[O:5][CH3:6].[Li+].C[O-].[CH3:19][C:20]1[O:24][C:23]([C:25]2[CH:30]=[CH:29][CH:28]=[CH:27][CH:26]=2)=[N:22][C:21]=1[CH2:31][CH2:32][O:33][C:34]1[C:42]2[CH:41]=[CH:40][S:39][C:38]=2[C:37]([CH:43]=O)=[CH:36][CH:35]=1. The catalyst is CN(C=O)C. The product is [CH3:1][O:2][C:3](=[O:15])/[C:4](/[O:5][CH3:6])=[CH:43]/[C:37]1[C:38]2[S:39][CH:40]=[CH:41][C:42]=2[C:34]([O:33][CH2:32][CH2:31][C:21]2[N:22]=[C:23]([C:25]3[CH:30]=[CH:29][CH:28]=[CH:27][CH:26]=3)[O:24][C:20]=2[CH3:19])=[CH:35][CH:36]=1. The yield is 0.550.